This data is from Full USPTO retrosynthesis dataset with 1.9M reactions from patents (1976-2016). The task is: Predict the reactants needed to synthesize the given product. (1) Given the product [OH:31][C:27]1[C:26]([CH3:39])=[CH:25][C:24]([C:14]2([C:10]3[CH:11]=[C:12]([CH3:13])[C:7]([OH:6])=[C:8]([CH3:40])[CH:9]=3)[C:22]3[C:17](=[CH:18][CH:19]=[CH:20][CH:21]=3)[N:16]([C:46]3[CH:47]=[CH:48][N:43]=[CH:44][CH:45]=3)[C:15]2=[O:23])=[CH:29][C:28]=1[CH3:30], predict the reactants needed to synthesize it. The reactants are: C([Si](C)(C)[O:6][C:7]1[C:12]([CH3:13])=[CH:11][C:10]([C:14]2([C:24]3[CH:29]=[C:28]([CH3:30])[C:27]([O:31][Si](C(C)(C)C)(C)C)=[C:26]([CH3:39])[CH:25]=3)[C:22]3[C:17](=[CH:18][CH:19]=[CH:20][CH:21]=3)[NH:16][C:15]2=[O:23])=[CH:9][C:8]=1[CH3:40])(C)(C)C.[N:43]1[CH:48]=[CH:47][C:46](B(O)O)=[CH:45][CH:44]=1.C(N(CC)CC)C.[F-].C([N+](CCCC)(CCCC)CCCC)CCC.[Cl-].[NH4+]. (2) Given the product [NH:1]([C:33]([O:35][CH2:36][CH:37]1[C:38]2[C:43](=[CH:42][CH:41]=[CH:40][CH:39]=2)[C:44]2[C:49]1=[CH:48][CH:47]=[CH:46][CH:45]=2)=[O:34])[C@H:2]([C:10]([N:12]([CH3:32])[C@H:13]([C:17]([NH:19][C@H:20]([C:29]([NH2:31])=[O:30])[CH2:21][C:22]1[CH:27]=[CH:26][C:25]([OH:28])=[C:24]([N+:51]([O-:53])=[O:52])[CH:23]=1)=[O:18])[CH:14]([CH3:16])[CH3:15])=[O:11])[CH2:3][C:4]1[CH:5]=[CH:6][CH:7]=[CH:8][CH:9]=1, predict the reactants needed to synthesize it. The reactants are: [NH:1]([C:33]([O:35][CH2:36][CH:37]1[C:49]2[C:44](=[CH:45][CH:46]=[CH:47][CH:48]=2)[C:43]2[C:38]1=[CH:39][CH:40]=[CH:41][CH:42]=2)=[O:34])[C@H:2]([C:10]([N:12]([CH3:32])[C@H:13]([C:17]([NH:19][C@H:20]([C:29]([NH2:31])=[O:30])[CH2:21][C:22]1[CH:27]=[CH:26][C:25]([OH:28])=[CH:24][CH:23]=1)=[O:18])[CH:14]([CH3:16])[CH3:15])=[O:11])[CH2:3][C:4]1[CH:9]=[CH:8][CH:7]=[CH:6][CH:5]=1.O.[N+:51]([O-])([OH:53])=[O:52]. (3) Given the product [OH:29][C:23]1[CH:28]=[CH:27][C:26]([C:2]23[CH2:9][CH:8]4[CH2:7][CH:6]([CH2:5][C:4]([C:12]56[CH2:21][CH:16]7[CH2:17][CH:18]([CH2:20][C:14]([C:26]8[CH:27]=[CH:28][C:23]([OH:29])=[CH:24][CH:25]=8)([CH2:15]7)[CH2:13]5)[CH2:19]6)([CH2:10]4)[CH2:3]2)[CH2:11]3)=[CH:25][CH:24]=1, predict the reactants needed to synthesize it. The reactants are: Br[C:2]12[CH2:11][CH:6]3[CH2:7][CH:8]([CH2:10][C:4]([C:12]45[CH2:21][CH:16]6[CH2:17][CH:18]([CH2:20][C:14](Br)([CH2:15]6)[CH2:13]4)[CH2:19]5)([CH2:5]3)[CH2:3]1)[CH2:9]2.[C:23]1([OH:29])[CH:28]=[CH:27][CH:26]=[CH:25][CH:24]=1. (4) Given the product [F:23][C:20]([F:21])([F:22])[C:17]1[CH:18]=[CH:19][C:14]([C:10]23[CH2:11][CH:12]2[CH2:13][NH:8][CH2:9]3)=[N:15][CH:16]=1, predict the reactants needed to synthesize it. The reactants are: C1(C[N:8]2[CH2:13][CH:12]3[C:10]([C:14]4[CH:19]=[CH:18][C:17]([C:20]([F:23])([F:22])[F:21])=[CH:16][N:15]=4)([CH2:11]3)[CH2:9]2)C=CC=CC=1.Cl. (5) Given the product [NH2:1][C:2]1[N:7]=[C:6]([C:8]2[CH:13]=[CH:12][CH:11]=[C:10]([F:14])[CH:9]=2)[C:5]([C:15]#[N:16])=[C:4]([S:17][CH2:19][CH2:22][C:23]2[CH:28]=[CH:27][CH:26]=[CH:25][N:24]=2)[N:3]=1, predict the reactants needed to synthesize it. The reactants are: [NH2:1][C:2]1[N:7]=[C:6]([C:8]2[CH:13]=[CH:12][CH:11]=[C:10]([F:14])[CH:9]=2)[C:5]([C:15]#[N:16])=[C:4]([S:17]([CH3:19])=O)[N:3]=1.SC[CH2:22][C:23]1[CH:28]=[CH:27][CH:26]=[CH:25][N:24]=1.C1CCN2C(=NCCC2)CC1. (6) Given the product [NH2:32][C:28]1[N:27]=[CH:26][N:25]=[C:24]2[C:29]=1[N:30]=[CH:31][N:23]2[C@@H:10]1[O:11][C@:12]([CH3:22])([O:39][CH2:38][P:36](=[O:37])([O:40][CH2:41][CH3:42])[O:35][CH2:34][CH3:33])[C@@H:13]([O:14][Si:15]([C:18]([CH3:19])([CH3:20])[CH3:21])([CH3:17])[CH3:16])[C@H:9]1[O:8][Si:1]([C:4]([CH3:6])([CH3:7])[CH3:5])([CH3:3])[CH3:2], predict the reactants needed to synthesize it. The reactants are: [Si:1]([O:8][C@@H:9]1[C@H:13]([O:14][Si:15]([C:18]([CH3:21])([CH3:20])[CH3:19])([CH3:17])[CH3:16])[C:12](=[CH2:22])[O:11][C@H:10]1[N:23]1[CH:31]=[N:30][C:29]2[C:24]1=[N:25][CH:26]=[N:27][C:28]=2[NH2:32])([C:4]([CH3:7])([CH3:6])[CH3:5])([CH3:3])[CH3:2].[CH3:33][CH2:34][O:35][P:36]([O:40][CH2:41][CH3:42])([CH2:38][OH:39])=[O:37].C1(C)C=CC(S([O-])(=O)=O)=CC=1.[NH+]1C=CC=CC=1. (7) The reactants are: [CH:1]1[C:6]([C:7]([CH2:9]Br)=[O:8])=[CH:5][CH:4]=[C:3]([F:11])[CH:2]=1.[N-:12]=[N+]=[N-].[Na+].Cl.[CH:17]([O-:19])=O.[Na+].C(OC(=O)C)(=O)C. Given the product [F:11][C:3]1[CH:4]=[CH:5][C:6]([C:7](=[O:8])[CH2:9][NH:12][CH:17]=[O:19])=[CH:1][CH:2]=1, predict the reactants needed to synthesize it. (8) Given the product [CH2:2]([O:3][C:4]([C:6]1[NH:7][C:8]2[C:13]([CH:14]=1)=[CH:12][C:11]([C:15]([N:40]1[CH2:45][CH2:44][CH:43]([N:46]3[CH2:51][CH2:50][O:49][CH2:48][CH2:47]3)[CH2:42][CH2:41]1)=[O:17])=[CH:10][CH:9]=2)=[O:5])[CH3:1], predict the reactants needed to synthesize it. The reactants are: [CH3:1][CH2:2][O:3][C:4]([C:6]1[NH:7][C:8]2[C:13]([CH:14]=1)=[CH:12][C:11]([C:15]([OH:17])=O)=[CH:10][CH:9]=2)=[O:5].F[B-](F)(F)F.N1(OC(N(C)C)=[N+](C)C)C2C=CC=CC=2N=N1.[NH:40]1[CH2:45][CH2:44][CH:43]([N:46]2[CH2:51][CH2:50][O:49][CH2:48][CH2:47]2)[CH2:42][CH2:41]1.C(N(CC)C(C)C)(C)C.